Dataset: Forward reaction prediction with 1.9M reactions from USPTO patents (1976-2016). Task: Predict the product of the given reaction. Given the reactants [NH:1]1[CH2:6][CH2:5][O:4][CH2:3][CH2:2]1.C([BH3-])#N.[Na+].[ClH:11].[N:12]12[CH2:19][CH2:18][CH:15]([CH2:16][CH2:17]1)[C@@H:14]([NH:20][C:21]([C:23]1[S:24][C:25]3[CH:31]=[C:30]([C:32]4[CH:37]=[CH:36][C:35]([CH:38]=O)=[CH:34][CH:33]=4)[CH:29]=[CH:28][C:26]=3[CH:27]=1)=[O:22])[CH2:13]2.CO, predict the reaction product. The product is: [ClH:11].[ClH:11].[N:12]12[CH2:17][CH2:16][CH:15]([CH2:18][CH2:19]1)[C@@H:14]([NH:20][C:21]([C:23]1[S:24][C:25]3[CH:31]=[C:30]([C:32]4[CH:33]=[CH:34][C:35]([CH2:38][N:1]5[CH2:6][CH2:5][O:4][CH2:3][CH2:2]5)=[CH:36][CH:37]=4)[CH:29]=[CH:28][C:26]=3[CH:27]=1)=[O:22])[CH2:13]2.